From a dataset of Catalyst prediction with 721,799 reactions and 888 catalyst types from USPTO. Predict which catalyst facilitates the given reaction. (1) Product: [F:1][C@H:2]1[CH2:4][C@H:3]1[C:5]1[NH:11][N:10]=[C:7]([NH2:8])[CH:6]=1. Reactant: [F:1][C@H:2]1[CH2:4][C@H:3]1[C:5](=O)[CH2:6][C:7]#[N:8].[NH2:10][NH2:11]. The catalyst class is: 14. (2) Reactant: [Br:1][C:2]1[CH:3]=[N:4][NH:5][CH:6]=1.[CH2:7]([O:14][CH2:15][CH:16]1[CH:20]([CH2:21]I)[O:19][C:18](=[O:23])[NH:17]1)[C:8]1[CH:13]=[CH:12][CH:11]=[CH:10][CH:9]=1.[O-]P([O-])([O-])=O.[K+].[K+].[K+]. Product: [CH2:7]([O:14][CH2:15][CH:16]1[CH:20]([CH2:21][N:4]2[CH:3]=[C:2]([Br:1])[CH:6]=[N:5]2)[O:19][C:18](=[O:23])[NH:17]1)[C:8]1[CH:9]=[CH:10][CH:11]=[CH:12][CH:13]=1. The catalyst class is: 18. (3) Reactant: C([O:3][C:4](=[O:36])[C:5]([O:8][C:9]1[CH:14]=[CH:13][C:12]([C:15]2[CH:20]=[C:19]([Cl:21])[C:18]([CH2:22][CH:23]3[CH2:27][CH2:26][N:25]([CH:28]4[CH2:33][CH2:32][CH2:31][CH2:30][CH2:29]4)[C:24]3=[O:34])=[C:17]([Cl:35])[CH:16]=2)=[CH:11][CH:10]=1)([CH3:7])[CH3:6])C.[OH-].[Na+]. Product: [Cl:35][C:17]1[CH:16]=[C:15]([C:12]2[CH:13]=[CH:14][C:9]([O:8][C:5]([CH3:7])([CH3:6])[C:4]([OH:36])=[O:3])=[CH:10][CH:11]=2)[CH:20]=[C:19]([Cl:21])[C:18]=1[CH2:22][CH:23]1[CH2:27][CH2:26][N:25]([CH:28]2[CH2:29][CH2:30][CH2:31][CH2:32][CH2:33]2)[C:24]1=[O:34]. The catalyst class is: 8. (4) Reactant: C1C2C(COC([NH:18][C@H:19]([C:23]([NH:25][C@H:26]([C:34]([NH:36][C:37]3[CH:42]=[CH:41][C:40]([CH2:43][O:44][C:45](=[O:70])[N:46]([CH3:69])[CH2:47][CH2:48][N:49]([CH3:68])[C:50](=[O:67])[O:51][C:52]([C:55]4[CH:60]=[CH:59][C:58]([C:61]5[CH:66]=[CH:65][CH:64]=[CH:63][CH:62]=5)=[CH:57][CH:56]=4)([CH3:54])[CH3:53])=[CH:39][CH:38]=3)=[O:35])[CH2:27][CH2:28][CH2:29][NH:30][C:31](=[O:33])[NH2:32])=[O:24])[CH:20]([CH3:22])[CH3:21])=O)C3C(=CC=CC=3)C=2C=CC=1.N1CCCCC1. Product: [NH2:18][C@H:19]([C:23]([NH:25][C@H:26]([C:34]([NH:36][C:37]1[CH:42]=[CH:41][C:40]([CH2:43][O:44][C:45](=[O:70])[N:46]([CH3:69])[CH2:47][CH2:48][N:49]([CH3:68])[C:50](=[O:67])[O:51][C:52]([C:55]2[CH:60]=[CH:59][C:58]([C:61]3[CH:66]=[CH:65][CH:64]=[CH:63][CH:62]=3)=[CH:57][CH:56]=2)([CH3:53])[CH3:54])=[CH:39][CH:38]=1)=[O:35])[CH2:27][CH2:28][CH2:29][NH:30][C:31](=[O:33])[NH2:32])=[O:24])[CH:20]([CH3:22])[CH3:21]. The catalyst class is: 3. (5) Reactant: [NH:1]1[C:9]2[C:4](=[C:5]([CH2:10][OH:11])[CH:6]=[CH:7][CH:8]=2)[CH:3]=[CH:2]1.[BH3-]C#N.[Na+].O.C([O-])(O)=O.[Na+]. Product: [NH:1]1[C:9]2[C:4](=[C:5]([CH2:10][OH:11])[CH:6]=[CH:7][CH:8]=2)[CH2:3][CH2:2]1. The catalyst class is: 52. (6) Reactant: [S:1]1[CH:5]=[CH:4][N:3]=[C:2]1[CH:6]=[N:7][CH:8]([CH2:16][C:17]1[N:18]=[CH:19][S:20][CH:21]=1)[C:9]([O:11][C:12]([CH3:15])([CH3:14])[CH3:13])=[O:10].[CH:22]([C:24]1[CH:29]=[N:28][CH:27]=[CH:26][N:25]=1)=[CH2:23].[Br-].[Li+].C(N(CC)CC)C.[Cl-].[NH4+]. Product: [N:25]1[CH:26]=[CH:27][N:28]=[CH:29][C:24]=1[C@@H:22]1[C@H:6]([C:2]2[S:1][CH:5]=[CH:4][N:3]=2)[NH:7][C@:8]([CH2:16][C:17]2[N:18]=[CH:19][S:20][CH:21]=2)([C:9]([O:11][C:12]([CH3:14])([CH3:15])[CH3:13])=[O:10])[CH2:23]1. The catalyst class is: 7.